From a dataset of Reaction yield outcomes from USPTO patents with 853,638 reactions. Predict the reaction yield, written as a fraction of the theoretical maximum amount of product (1.0 means a 100% yield; for example, 0.34 means a 34% yield). (1) The reactants are I[CH2:2][C:3]12[CH2:10][CH2:9][C:6]([C:11]3[CH:16]=[CH:15][CH:14]=[C:13]([O:17][CH:18]4[CH2:23][CH2:22][CH2:21][CH2:20][O:19]4)[CH:12]=3)([CH2:7][CH2:8]1)[O:5][CH2:4]2.[C-:24]#[N:25].[Na+]. The catalyst is CN(C=O)C.CCOC(C)=O. The product is [O:19]1[CH2:20][CH2:21][CH2:22][CH2:23][CH:18]1[O:17][C:13]1[CH:12]=[C:11]([C:6]23[CH2:9][CH2:10][C:3]([CH2:2][C:24]#[N:25])([CH2:8][CH2:7]2)[CH2:4][O:5]3)[CH:16]=[CH:15][CH:14]=1. The yield is 1.00. (2) The reactants are [Cl:1][C:2]1[CH:8]=[C:7]([O:9][C:10]2[C:11]3[N:18]([CH3:19])[CH:17]=[CH:16][C:12]=3[N:13]=[CH:14][N:15]=2)[CH:6]=[CH:5][C:3]=1[NH2:4].N1C=CC=CC=1.Cl[C:27]([O:29][C:30]1[CH:35]=[CH:34][CH:33]=[CH:32][CH:31]=1)=[O:28]. The catalyst is CN(C)C(=O)C.O. The product is [C:30]1([O:29][C:27](=[O:28])[NH:4][C:3]2[CH:5]=[CH:6][C:7]([O:9][C:10]3[C:11]4[N:18]([CH3:19])[CH:17]=[CH:16][C:12]=4[N:13]=[CH:14][N:15]=3)=[CH:8][C:2]=2[Cl:1])[CH:35]=[CH:34][CH:33]=[CH:32][CH:31]=1. The yield is 0.710. (3) The reactants are [N+:1]([C:4]1[CH:10]=[CH:9][CH:8]=[C:7]([C:11]2[CH:16]=[CH:15][N:14]=[CH:13][CH:12]=2)[C:5]=1[NH2:6])([O-])=O. The catalyst is CCOC(C)=O.[Pd]. The product is [N:14]1[CH:13]=[CH:12][C:11]([C:7]2[CH:8]=[CH:9][CH:10]=[C:4]([NH2:1])[C:5]=2[NH2:6])=[CH:16][CH:15]=1. The yield is 0.930. (4) The catalyst is C(O)(=O)C. The yield is 0.430. The reactants are [CH:1]([C:3]1[C:12]2[C:7](=[CH:8][CH:9]=[CH:10][CH:11]=2)[C:6]([O:13][CH2:14][CH2:15][CH2:16][CH2:17][CH2:18][CH:19]([C:23]([OH:25])=[O:24])[C:20]([OH:22])=[O:21])=[CH:5][CH:4]=1)=O.[S:26]1[CH2:30][C:29](=[O:31])[NH:28][C:27]1=[O:32].N1CCCCC1. The product is [S:26]1[C:30](=[CH:1][C:3]2[C:12]3[C:7](=[CH:8][CH:9]=[CH:10][CH:11]=3)[C:6]([O:13][CH2:14][CH2:15][CH2:16][CH2:17][CH2:18][CH:19]([C:20]([OH:22])=[O:21])[C:23]([OH:25])=[O:24])=[CH:5][CH:4]=2)[C:29](=[O:31])[NH:28][C:27]1=[O:32]. (5) The reactants are C[O:2][C:3](=O)[CH2:4][CH:5]([C:15]1[CH:16]=[N:17][CH:18]=[CH:19][CH:20]=1)[N:6]1[C:14]2[C:9](=[N:10][CH:11]=[CH:12][CH:13]=2)[CH:8]=[CH:7]1.[H-].[H-].[H-].[H-].[Li+].[Al+3]. The catalyst is C1COCC1. The product is [N:17]1[CH:18]=[CH:19][CH:20]=[C:15]([CH:5]([N:6]2[C:14]3[C:9](=[N:10][CH:11]=[CH:12][CH:13]=3)[CH:8]=[CH:7]2)[CH2:4][CH2:3][OH:2])[CH:16]=1. The yield is 0.660. (6) The reactants are [F:1][C:2]([F:39])([F:38])[C:3]([C:6]1[O:10][N:9]=[C:8]([NH:11][C:12](=[O:37])[CH2:13][C:14]2[CH:19]=[CH:18][C:17]([C:20]3[CH:21]=[C:22]4[CH:28]=[N:27][N:26](COCC[Si](C)(C)C)[C:23]4=[N:24][CH:25]=3)=[CH:16][CH:15]=2)[CH:7]=1)([CH3:5])[CH3:4].C(O)(C(F)(F)F)=O. No catalyst specified. The product is [NH:26]1[C:23]2=[N:24][CH:25]=[C:20]([C:17]3[CH:18]=[CH:19][C:14]([CH2:13][C:12]([NH:11][C:8]4[CH:7]=[C:6]([C:3]([CH3:5])([CH3:4])[C:2]([F:1])([F:38])[F:39])[O:10][N:9]=4)=[O:37])=[CH:15][CH:16]=3)[CH:21]=[C:22]2[CH:28]=[N:27]1. The yield is 0.620.